From a dataset of Full USPTO retrosynthesis dataset with 1.9M reactions from patents (1976-2016). Predict the reactants needed to synthesize the given product. (1) Given the product [CH3:1][N:2]([CH3:3])[C:12](=[O:13])[NH:11][CH2:7][CH2:8][CH2:9][CH3:10], predict the reactants needed to synthesize it. The reactants are: [CH3:1][NH:2][CH3:3].C(O)C.[CH2:7]([N:11]=[C:12]=[O:13])[CH2:8][CH2:9][CH3:10]. (2) Given the product [CH3:28][O:29][CH2:30][CH2:31][O:26][CH2:25][C:21]1[CH:20]=[C:19]([C:16]2[CH:17]=[CH:18][C:13]3[N:14]([CH:27]=[C:11]([C:2]4[CH:3]=[CH:4][C:5]5[C:10](=[CH:9][CH:8]=[CH:7][CH:6]=5)[CH:1]=4)[N:12]=3)[CH:15]=2)[CH:24]=[CH:23][CH:22]=1, predict the reactants needed to synthesize it. The reactants are: [CH:1]1[C:10]2[C:5](=[CH:6][CH:7]=[CH:8][CH:9]=2)[CH:4]=[CH:3][C:2]=1[C:11]1[N:12]=[C:13]2[CH:18]=[CH:17][C:16]([C:19]3[CH:20]=[C:21]([CH2:25][OH:26])[CH:22]=[CH:23][CH:24]=3)=[CH:15][N:14]2[CH:27]=1.[CH3:28][O:29][CH2:30][CH2:31]Br.[F-].[K+]. (3) Given the product [NH:8]1[CH:12]=[CH:11][N:10]=[C:9]1[CH2:13][N:14]([CH2:27][C:28]([F:29])([F:30])[F:31])[C:15]1[CH:22]=[CH:21][C:18]([C:19]#[N:20])=[C:17]([C:23]([F:24])([F:26])[F:25])[CH:16]=1, predict the reactants needed to synthesize it. The reactants are: C1(C[N:8]2[CH:12]=[CH:11][N:10]=[C:9]2[CH2:13][N:14]([CH2:27][C:28]([F:31])([F:30])[F:29])[C:15]2[CH:22]=[CH:21][C:18]([C:19]#[N:20])=[C:17]([C:23]([F:26])([F:25])[F:24])[CH:16]=2)C=CC=CC=1. (4) Given the product [OH:46][C:26]1[C:25](=[O:24])[N:14]([C:15]2[N:16]=[N:17][C:18]([CH3:21])=[CH:19][CH:20]=2)[CH:8]([C:7]2[CH:10]=[CH:11][C:4]([O:3][C:2]([F:13])([F:12])[F:1])=[CH:5][CH:6]=2)[C:27]=1[C:28](=[O:29])[C:30]1[CH:31]=[CH:32][C:33]([O:36][CH2:37][C:38]2[CH:39]=[CH:40][C:41]([O:44][CH3:45])=[CH:42][CH:43]=2)=[CH:34][CH:35]=1, predict the reactants needed to synthesize it. The reactants are: [F:1][C:2]([F:13])([F:12])[O:3][C:4]1[CH:11]=[CH:10][C:7]([CH:8]=O)=[CH:6][CH:5]=1.[NH2:14][C:15]1[N:16]=[N:17][C:18]([CH3:21])=[CH:19][CH:20]=1.C([O:24][C:25](=O)[C:26]([OH:46])=[CH:27][C:28]([C:30]1[CH:35]=[CH:34][C:33]([O:36][CH2:37][C:38]2[CH:43]=[CH:42][C:41]([O:44][CH3:45])=[CH:40][CH:39]=2)=[CH:32][CH:31]=1)=[O:29])C. (5) Given the product [Cl:24][C:3]1[C:2]([F:1])=[C:7]([Cl:12])[N:6]=[CH:5][N:4]=1, predict the reactants needed to synthesize it. The reactants are: [F:1][C:2]1[C:3](O)=[N:4][CH:5]=[N:6][C:7]=1O.P(Cl)(Cl)([Cl:12])=O.CN(C)C1C=CC=CC=1.[Cl-:24].[Na+].O. (6) Given the product [Br:1][C:2]1[CH:3]=[C:4]([CH:5]2[C:35]3[C:36](=[O:38])[CH2:37][CH:32]([CH2:29][CH2:30][CH3:31])[CH2:33][C:34]=3[NH:28][C:24]([CH3:23])=[C:25]2[C:26]#[N:27])[CH:7]=[C:8]([S:15]([N:18]2[CH2:22][CH2:21][CH2:20][CH2:19]2)(=[O:17])=[O:16])[C:9]=1[NH:10][CH2:11][CH2:12][O:13][CH3:14], predict the reactants needed to synthesize it. The reactants are: [Br:1][C:2]1[CH:3]=[C:4]([CH:7]=[C:8]([S:15]([N:18]2[CH2:22][CH2:21][CH2:20][CH2:19]2)(=[O:17])=[O:16])[C:9]=1[NH:10][CH2:11][CH2:12][O:13][CH3:14])[CH:5]=O.[CH3:23]/[C:24](/[NH2:28])=[CH:25]\[C:26]#[N:27].[CH2:29]([CH:32]1[CH2:37][C:36](=[O:38])[CH2:35][C:34](=O)[CH2:33]1)[CH2:30][CH3:31].